This data is from Forward reaction prediction with 1.9M reactions from USPTO patents (1976-2016). The task is: Predict the product of the given reaction. (1) Given the reactants [C:1]([C:3]1[CH:31]=[CH:30][C:6]([CH2:7][NH:8][C:9](=[O:29])[CH:10]([C:13]2[CH:18]=[CH:17][C:16](B3OC(C)(C)C(C)(C)O3)=[CH:15][C:14]=2[F:28])[O:11][CH3:12])=[CH:5][CH:4]=1)#[N:2].Br[C:33]1[CH:34]=[N:35][CH:36]=[CH:37][CH:38]=1, predict the reaction product. The product is: [C:1]([C:3]1[CH:4]=[CH:5][C:6]([CH2:7][NH:8][C:9](=[O:29])[CH:10]([C:13]2[CH:18]=[CH:17][C:16]([C:33]3[CH:34]=[N:35][CH:36]=[CH:37][CH:38]=3)=[CH:15][C:14]=2[F:28])[O:11][CH3:12])=[CH:30][CH:31]=1)#[N:2]. (2) Given the reactants [C:1]1(C)[C:2]([S:7]([CH2:10][N+:11]#[C-:12])(=[O:9])=[O:8])=[CH:3][CH:4]=[CH:5][CH:6]=1.[H-].[Na+].Br[CH:17]([CH3:19])[CH3:18].[CH3:20]S(C)=O, predict the reaction product. The product is: [N+:11]([CH:10]([S:7]([C:2]1[CH:1]=[CH:6][C:5]([CH3:20])=[CH:4][CH:3]=1)(=[O:8])=[O:9])[CH:17]([CH3:19])[CH3:18])#[C-:12]. (3) Given the reactants C(=O)([O-])[O-].[K+].[K+].Cl[CH2:8][CH2:9][CH2:10][O:11][C:12]1[CH:25]=[CH:24][C:15]([CH2:16][CH:17]2[CH2:22][CH2:21][C:20](=[O:23])[CH2:19][CH2:18]2)=[CH:14][CH:13]=1.[NH:26]1[CH2:31][CH2:30][CH2:29][CH2:28][CH2:27]1, predict the reaction product. The product is: [O:23]=[C:20]1[CH2:21][CH2:22][CH:17]([CH2:16][C:15]2[CH:24]=[CH:25][C:12]([O:11][CH2:10][CH2:9][CH2:8][N:26]3[CH2:31][CH2:30][CH2:29][CH2:28][CH2:27]3)=[CH:13][CH:14]=2)[CH2:18][CH2:19]1. (4) Given the reactants [CH3:1][O:2][C:3]1[CH:4]=[C:5]([CH:9]=[C:10]([O:12][CH3:13])[CH:11]=1)[C:6](O)=[O:7].S(Cl)([Cl:16])=O, predict the reaction product. The product is: [CH3:1][O:2][C:3]1[CH:4]=[C:5]([CH:9]=[C:10]([O:12][CH3:13])[CH:11]=1)[C:6]([Cl:16])=[O:7].